This data is from Forward reaction prediction with 1.9M reactions from USPTO patents (1976-2016). The task is: Predict the product of the given reaction. (1) Given the reactants CCCCCCC.B(Br)(Br)Br.C([O:19][C@@H:20]1[C@@H:25]([O:26]CC2C=CC=CC=2)[C@H:24]([O:34]CC2C=CC=CC=2)[C@@H:23]([CH2:42][O:43]CC2C=CC=CC=2)[O:22][C@H:21]1[C:51]1[CH:56]=[CH:55][CH:54]=[C:53]([CH2:57][C:58]2[C:67]3[C:61]([CH:62]=[CH:63][CH:64]=[CH:65][CH:66]=3)=[C:60]([CH3:68])[CH:59]=2)[CH:52]=1)C1C=CC=CC=1.C(Cl)Cl.C1(C)C=CC=CC=1, predict the reaction product. The product is: [CH3:68][C:60]1[CH:59]=[C:58]([CH2:57][C:53]2[CH:52]=[C:51]([C@@H:21]3[O:22][C@H:23]([CH2:42][OH:43])[C@@H:24]([OH:34])[C@H:25]([OH:26])[C@H:20]3[OH:19])[CH:56]=[CH:55][CH:54]=2)[C:67]2[C:61]=1[CH:62]=[CH:63][CH:64]=[CH:65][CH:66]=2. (2) Given the reactants [NH2:1][CH2:2][C:3]1[C:8]([CH2:9][CH3:10])=[N:7][C:6]2[N:11]([CH2:14][CH3:15])[N:12]=[CH:13][C:5]=2[C:4]=1[NH:16][CH:17]1[CH2:22][CH2:21][O:20][CH2:19][CH2:18]1.[CH3:23][C:24]([CH3:32])([CH2:28][C:29]([OH:31])=[O:30])[C:25]([OH:27])=[O:26].C1C=CC2N(O)N=NC=2C=1.C(Cl)CCl, predict the reaction product. The product is: [CH2:14]([N:11]1[C:6]2=[N:7][C:8]([CH2:9][CH3:10])=[C:3]([CH2:2][NH:1][C:29](=[O:30])[CH2:28][C:24]([CH3:32])([CH3:23])[C:25]([OH:27])=[O:26])[C:4]([NH:16][CH:17]3[CH2:18][CH2:19][O:20][CH2:21][CH2:22]3)=[C:5]2[CH:13]=[N:12]1)[CH3:15].[CH2:14]([N:11]1[C:6]2=[N:7][C:8]([CH2:9][CH3:10])=[C:3]([CH2:2][NH:1][C:25](=[O:26])[C:24]([CH3:32])([CH3:23])[CH2:28][C:29]([OH:31])=[O:30])[C:4]([NH:16][CH:17]3[CH2:18][CH2:19][O:20][CH2:21][CH2:22]3)=[C:5]2[CH:13]=[N:12]1)[CH3:15]. (3) Given the reactants FC1C=CC(OC)=C(C2C(C(O)=O)=CC([N+]([O-])=O)=CC=2)C=1.[F:22][C:23]1[CH:28]=[CH:27][C:26]([O:29][CH3:30])=[CH:25][C:24]=1[C:31]1[C:32]([C:41]([O:43]C)=[O:42])=[CH:33][C:34]([N+:38]([O-:40])=[O:39])=[CH:35][C:36]=1C, predict the reaction product. The product is: [F:22][C:23]1[CH:28]=[CH:27][C:26]([O:29][CH3:30])=[CH:25][C:24]=1[C:31]1[C:32]([C:41]([OH:43])=[O:42])=[CH:33][C:34]([N+:38]([O-:40])=[O:39])=[CH:35][CH:36]=1.